Dataset: Forward reaction prediction with 1.9M reactions from USPTO patents (1976-2016). Task: Predict the product of the given reaction. (1) Given the reactants C(N(CC)CC)C.[CH2:8]([O:10][C:11](=[O:33])[CH:12]([O:30][CH2:31][CH3:32])[CH2:13][C:14]1[CH:19]=[CH:18][C:17]([O:20][CH2:21][CH2:22][C:23]2[CH:28]=[CH:27][C:26]([OH:29])=[CH:25][CH:24]=2)=[CH:16][CH:15]=1)[CH3:9].[CH:34]([S:37](Cl)(=[O:39])=[O:38])([CH3:36])[CH3:35].O, predict the reaction product. The product is: [CH2:8]([O:10][C:11](=[O:33])[CH:12]([O:30][CH2:31][CH3:32])[CH2:13][C:14]1[CH:19]=[CH:18][C:17]([O:20][CH2:21][CH2:22][C:23]2[CH:24]=[CH:25][C:26]([O:29][S:37]([CH:34]([CH3:36])[CH3:35])(=[O:39])=[O:38])=[CH:27][CH:28]=2)=[CH:16][CH:15]=1)[CH3:9]. (2) Given the reactants FC(F)(F)C1C=CC=CC=1C(Cl)=O.[Cl:14][C:15]1[CH:16]=[C:17]([CH:19]=[CH:20][C:21]=1[O:22][C:23]1[C:32]2[C:27](=[CH:28][C:29]([O:35][CH3:36])=[C:30]([O:33][CH3:34])[CH:31]=2)[N:26]=[CH:25][CH:24]=1)[NH2:18].[F:37][C:38]([F:51])([F:50])[C:39]1[CH:44]=[CH:43][CH:42]=[CH:41][C:40]=1[C:45]([N:47]=[C:48]=[S:49])=[O:46], predict the reaction product. The product is: [F:50][C:38]([F:37])([F:51])[C:39]1[CH:44]=[CH:43][CH:42]=[CH:41][C:40]=1[C:45]([N:47]=[C:48]=[S:49])=[O:46].[Cl:14][C:15]1[CH:16]=[C:17]([NH:18][C:48]([NH:47][C:45](=[O:46])[C:40]2[CH:41]=[CH:42][CH:43]=[CH:44][C:39]=2[C:38]([F:37])([F:51])[F:50])=[S:49])[CH:19]=[CH:20][C:21]=1[O:22][C:23]1[C:32]2[C:27](=[CH:28][C:29]([O:35][CH3:36])=[C:30]([O:33][CH3:34])[CH:31]=2)[N:26]=[CH:25][CH:24]=1. (3) The product is: [N:27]1[C:28]2[C:23](=[CH:22][C:21]([CH2:20][C:17]3[N:15]4[N:16]=[C:11]([C:9]5[CH:10]=[C:2]([CH:3]=[CH:7][CH:8]=5)[C:34]([OH:50])=[O:33])[CH:12]=[CH:13][C:14]4=[N:19][CH:18]=3)=[CH:30][CH:29]=2)[CH:24]=[CH:25][CH:26]=1. Given the reactants Cl[C:2]1[CH:10]=[C:9]([C:11]2[CH:12]=[CH:13][C:14]3[N:15]([C:17]([CH2:20][C:21]4[CH:22]=[C:23]5[C:28](=[CH:29][CH:30]=4)[N:27]=[CH:26][CH:25]=[CH:24]5)=[CH:18][N:19]=3)[N:16]=2)[CH:8]=[CH:7][C:3]=1C(N)=O.C([O:33][C:34](=[O:50])C1C=CC=C(B2OC(C)(C)C(C)(C)O2)C=1)C, predict the reaction product.